Dataset: Experimentally validated miRNA-target interactions with 360,000+ pairs, plus equal number of negative samples. Task: Binary Classification. Given a miRNA mature sequence and a target amino acid sequence, predict their likelihood of interaction. (1) The miRNA is hsa-miR-617 with sequence AGACUUCCCAUUUGAAGGUGGC. The protein sequence of the target gene is MESFDADTNSTDLHSRPLFQPQDIASMVILGLTCLLGLLGNGLVLWVAGVKMKTTVNTVWFLHLTLADFLCCLSLPFSLAHLILQGHWPYGLFLCKLIPSIIILNMFASVFLLTAISLDRCLIVHKPIWCQNHRNVRTAFAICGCVWVVAFVMCVPVFVYRDLFIMDNRSICRYNFDSSRSYDYWDYVYKLSLPESNSTDNSTAQLTGHMNDRSAPSSVQARDYFWTVTTALQSQPFLTSPEDSFSLDSANQQPHYGGKPPNVLTAAVPSGFPVEDRKSNTLNADAFLSAHTELFPTASS.... Result: 0 (no interaction). (2) The miRNA is hsa-miR-4448 with sequence GGCUCCUUGGUCUAGGGGUA. The protein sequence of the target gene is MKILLLLLTLSLASRTKAGEIIGGHEVKPHSRPYMALLSIKDQQPEAICGGFLIREDFVLTAAHCEGSIINVTLGAHNIKEQEKTQQVIPMVKCIPHPDYNPKTFSNDIMLLKLKSKAKRTRAVRPLNLPRRNVNVKPGDVCYVAGWGRMAPMGKYSNTLQEVELTVQKDRECESYFKNRYNKTNQICAGDPKTKRASFRGDSGGPLVCKKVAAGIVSYGYKDGSPPRAFTKVSSFLSWIKKTMKSS. Result: 0 (no interaction). (3) The miRNA is hsa-miR-6834-5p with sequence GUGAGGGACUGGGAUUUGUGG. The protein sequence of the target gene is MASTTAGRRWPPRRRSSRRGPTPRSRAPGAKLSAPEAGPPRRGPLPRGGAGRDTLLGAKATPSSPAARRYVTALGPPQPRGSTDSACAALPQPVPHEPREAAFRLAPASERGASVSPARIPRRRRRVPAMWDPRAARTPPRELAMLLCNKSNAFYNLGKWNEAFLAAKECLQWDPTYVKGYYRAGYSLLHLLQPYEAARMFFEGLRLLQRSPDQLQVPDFLVGIFTTMSSDSIVLQSFLPCFDHIFTTGFSTEVWQYVIQKLAKKGLWHSFLLLSAKKDRLPSNIHVSELSLQSLFEKYV.... Result: 0 (no interaction). (4) The protein sequence of the target gene is MSDKNQIAARASLIEQLMSKRNFEDLGNHLTELETIYVTKEHLQETDVVRAVYRVLKNCPSVALKKKAKCLLSKWKAVYKQTHSKARNSPKLFPVRGNKEENSGPSHDPSQNETLGICSSNSLSSQDVAKLSEMIVPENRAIQLKPKEEHFGDGDPESTGKRSSELLDPTTPMRTKCIELLYAALTSSSTDQPKADLWQNFAREIEEHVFTLYSKNIKKYKTCIRSKVANLKNPRNSHLQQNLLSGTTSPREFAEMTVMEMANKELKQLRASYTESCIQEHYLPQVIDGTQTNKIKCRRC.... Result: 1 (interaction). The miRNA is hsa-miR-4689 with sequence UUGAGGAGACAUGGUGGGGGCC. (5) The miRNA is mmu-miR-543-3p with sequence AAACAUUCGCGGUGCACUUCUU. The protein sequence of the target gene is MAAQALALLREVARLEAPLEELRALHSVLQAVPLNELRQQAAELRLGPLFSLLNENHREKTTLCVSILERLLQAMEPVHVARNLRVDLQRGLIHPDDSVKILTLSQIGRIVENSDAVTEILNNAELLKQIVYCIGGENLSVAKAAIKSLSRISLTQAGLEALFESNLLDDLKSVMKTNDIVRYRVYELIIEISSVSPESLNYCTTSGLVTQLLRELTGEDVLVRATCIEMVTSLAYTHHGRQYLAQEGVIDQISNIIVGADSDPFSSFYLPGFVKFFGNLAVMDSPQQICERYPIFVEKV.... Result: 0 (no interaction).